This data is from Peptide-MHC class II binding affinity with 134,281 pairs from IEDB. The task is: Regression. Given a peptide amino acid sequence and an MHC pseudo amino acid sequence, predict their binding affinity value. This is MHC class II binding data. (1) The peptide sequence is EKKYFAATQFEALAA. The MHC is DRB1_1602 with pseudo-sequence DRB1_1602. The binding affinity (normalized) is 0.683. (2) The peptide sequence is YDKFLANVSPVLTGK. The MHC is DRB1_1101 with pseudo-sequence DRB1_1101. The binding affinity (normalized) is 0.406. (3) The peptide sequence is HCNEMSWIQSIPFVH. The MHC is DRB1_0101 with pseudo-sequence DRB1_0101. The binding affinity (normalized) is 0.412. (4) The peptide sequence is KSSKPLVGPFNFRFM. The MHC is DRB1_1302 with pseudo-sequence DRB1_1302. The binding affinity (normalized) is 0.414. (5) The peptide sequence is RELQIVDKIDAAFKI. The MHC is DRB1_1201 with pseudo-sequence DRB1_1201. The binding affinity (normalized) is 0.661. (6) The peptide sequence is MIRIIAQGPKATFEA. The MHC is HLA-DQA10501-DQB10301 with pseudo-sequence HLA-DQA10501-DQB10301. The binding affinity (normalized) is 0.619.